From a dataset of Forward reaction prediction with 1.9M reactions from USPTO patents (1976-2016). Predict the product of the given reaction. (1) Given the reactants [CH2:1]([OH:7])[C:2]1[O:6][CH:5]=[CH:4][CH:3]=1.[C:8]([N:11]1[C:20]2[C:15](=[CH:16][C:17]([NH:21][C:22]([CH2:24][C:25](O)=[O:26])=[O:23])=[CH:18][CH:19]=2)[C:14]([C:29]2[CH:34]=[CH:33][CH:32]=[CH:31][CH:30]=2)([CH3:28])[CH2:13][C:12]1([CH3:36])[CH3:35])(=[O:10])[CH3:9].CN(C(ON1N=NC2C=CC=NC1=2)=[N+](C)C)C.F[P-](F)(F)(F)(F)F.C(N(CC)C(C)C)(C)C, predict the reaction product. The product is: [C:8]([N:11]1[C:20]2[C:15](=[CH:16][C:17]([NH:21][C:22]([CH2:24][C:25]([O:7][CH2:1][C:2]3[O:6][CH:5]=[CH:4][CH:3]=3)=[O:26])=[O:23])=[CH:18][CH:19]=2)[C:14]([C:29]2[CH:30]=[CH:31][CH:32]=[CH:33][CH:34]=2)([CH3:28])[CH2:13][C:12]1([CH3:36])[CH3:35])(=[O:10])[CH3:9]. (2) The product is: [NH2:33][CH2:32][CH2:31][CH2:30][O:29][CH2:20][CH2:21][CH2:22][CH2:23][O:24][CH2:25][CH2:26][CH2:27][NH:28][C:2]1[N:7]=[C:6]([S:8][CH3:9])[N:5]=[C:4]([NH:10][C:11]2[CH:19]=[CH:18][C:14]([C:15]([OH:17])=[O:16])=[CH:13][N:12]=2)[CH:3]=1. Given the reactants Cl[C:2]1[N:7]=[C:6]([S:8][CH3:9])[N:5]=[C:4]([NH:10][C:11]2[CH:19]=[CH:18][C:14]([C:15]([OH:17])=[O:16])=[CH:13][N:12]=2)[CH:3]=1.[CH2:20]([O:29][CH2:30][CH2:31][CH2:32][NH2:33])[CH2:21][CH2:22][CH2:23][O:24][CH2:25][CH2:26][CH2:27][NH2:28], predict the reaction product. (3) Given the reactants [C:1]([O:5][C:6]([N:8]1[CH2:12][CH2:11][C@@H:10](O)[CH2:9]1)=[O:7])([CH3:4])([CH3:3])[CH3:2].C1(P(C2C=CC=CC=2)C2C=CC=CC=2)C=CC=CC=1.CCOC(/N=N/C(OCC)=O)=O.[C:45]([OH:48])(=[S:47])[CH3:46], predict the reaction product. The product is: [C:1]([O:5][C:6]([N:8]1[CH2:12][CH2:11][C@H:10]([S:47][C:45](=[O:48])[CH3:46])[CH2:9]1)=[O:7])([CH3:4])([CH3:3])[CH3:2]. (4) Given the reactants [CH2:1]([O:8][C@H:9]([CH3:40])[C@H:10]([NH:20]C(C1C=CC=CC=1)(C1C=CC=CC=1)C1C=CC=CC=1)[CH2:11][O:12][Si:13]([C:16]([CH3:19])([CH3:18])[CH3:17])([CH3:15])[CH3:14])[C:2]1[CH:7]=[CH:6][CH:5]=[CH:4][CH:3]=1.B(F)(F)F.CCOCC.[OH-].[Na+], predict the reaction product. The product is: [CH2:1]([O:8][C@H:9]([CH3:40])[C@H:10]([NH2:20])[CH2:11][O:12][Si:13]([C:16]([CH3:18])([CH3:17])[CH3:19])([CH3:15])[CH3:14])[C:2]1[CH:7]=[CH:6][CH:5]=[CH:4][CH:3]=1.